Dataset: Forward reaction prediction with 1.9M reactions from USPTO patents (1976-2016). Task: Predict the product of the given reaction. (1) The product is: [C:15]([O:14][C:12](=[O:11])[NH:1][CH2:2][CH2:3][C:4]1[CH:9]=[CH:8][C:7]([OH:10])=[CH:6][CH:5]=1)([CH3:18])([CH3:17])[CH3:16]. Given the reactants [NH2:1][CH2:2][CH2:3][C:4]1[CH:9]=[CH:8][C:7]([OH:10])=[CH:6][CH:5]=1.[O:11](C(OC(C)(C)C)=O)[C:12]([O:14][C:15]([CH3:18])([CH3:17])[CH3:16])=O, predict the reaction product. (2) Given the reactants COC1C=C(OC)C=CC=1C[NH:6][C:7]1[C:16]([O:17][CH3:18])=[N:15][C:14]2[C:9](=[CH:10][CH:11]=[C:12]([F:19])[CH:13]=2)[N:8]=1.FC(F)(F)C(O)=O, predict the reaction product. The product is: [NH2:6][C:7]1[C:16]([O:17][CH3:18])=[N:15][C:14]2[C:9](=[CH:10][CH:11]=[C:12]([F:19])[CH:13]=2)[N:8]=1. (3) Given the reactants [CH:1]1([O:6][C:7]2[N:15]=[C:14]3[C:10]([N:11]=[CH:12][N:13]3[C@H:16]3[C@H:23]4[C@H:19]([O:20][S:21](=[O:25])(=[O:24])[O:22]4)[C@@H:18]([CH3:26])[O:17]3)=[C:9]([NH2:27])[N:8]=2)[CH2:5][CH2:4][CH2:3][CH2:2]1.[F-:28].C([N+](CCCC)(CCCC)CCCC)CCC, predict the reaction product. The product is: [CH:1]1([O:6][C:7]2[N:15]=[C:14]3[C:10]([N:11]=[CH:12][N:13]3[C@@H:16]3[O:17][C@H:18]([CH3:26])[C@H:19]([F:28])[C@H:23]3[O:22][S:21]([OH:20])(=[O:25])=[O:24])=[C:9]([NH2:27])[N:8]=2)[CH2:5][CH2:4][CH2:3][CH2:2]1. (4) Given the reactants Cl[CH2:2][CH2:3][CH2:4][O:5][C:6]1[CH:15]=[C:14]2[C:9]([C:10]([O:16][C:17]3[CH:22]=[CH:21][C:20]([CH3:23])=[CH:19][C:18]=3[C:24]([C:26]3[CH:31]=[CH:30][CH:29]=[CH:28][CH:27]=3)=[O:25])=[CH:11][CH:12]=[N:13]2)=[CH:8][C:7]=1[O:32][CH3:33].[NH:34]1[CH2:39][CH2:38][CH:37]([CH2:40]CO)[CH2:36][CH2:35]1.C(=O)([O-])[O-:44].[K+].[K+].O, predict the reaction product. The product is: [OH:44][CH2:40][CH:37]1[CH2:36][CH2:35][N:34]([CH2:2][CH2:3][CH2:4][O:5][C:6]2[CH:15]=[C:14]3[C:9]([C:10]([O:16][C:17]4[CH:22]=[CH:21][C:20]([CH3:23])=[CH:19][C:18]=4[C:24]([C:26]4[CH:31]=[CH:30][CH:29]=[CH:28][CH:27]=4)=[O:25])=[CH:11][CH:12]=[N:13]3)=[CH:8][C:7]=2[O:32][CH3:33])[CH2:39][CH2:38]1. (5) The product is: [NH2:1][C:2]1[CH:7]=[C:6]([C:8](=[O:10])[NH2:25])[N:5]=[C:4]([C:12]2[CH2:13][CH2:14][N:15]([C:18]([O:20][C:21]([CH3:22])([CH3:23])[CH3:24])=[O:19])[CH2:16][CH:17]=2)[CH:3]=1. Given the reactants [NH2:1][C:2]1[CH:7]=[C:6]([C:8]([O:10]C)=O)[N:5]=[C:4]([C:12]2[CH2:13][CH2:14][N:15]([C:18]([O:20][C:21]([CH3:24])([CH3:23])[CH3:22])=[O:19])[CH2:16][CH:17]=2)[CH:3]=1.[NH3:25].CO, predict the reaction product. (6) Given the reactants [O:1]1[C:5]2[CH:6]=[CH:7][C:8]([NH:10][C:11]([C:13]3[C:21]4[C:16](=[CH:17][CH:18]=[CH:19][CH:20]=4)[NH:15][N:14]=3)=[O:12])=[CH:9][C:4]=2[O:3][CH2:2]1.[CH3:22][S:23]([C:26]1[CH:34]=[CH:33][C:29]([C:30](O)=[O:31])=[CH:28][CH:27]=1)(=[O:25])=[O:24].F[P-](F)(F)(F)(F)F.N1(O[P+](N2CCCC2)(N2CCCC2)N2CCCC2)C2C=CC=CC=2N=N1.C(N(C(C)C)CC)(C)C, predict the reaction product. The product is: [O:1]1[C:5]2[CH:6]=[CH:7][C:8]([NH:10][C:11]([C:13]3[C:21]4[C:16](=[CH:17][CH:18]=[CH:19][CH:20]=4)[N:15]([C:30](=[O:31])[C:29]4[CH:28]=[CH:27][C:26]([S:23]([CH3:22])(=[O:25])=[O:24])=[CH:34][CH:33]=4)[N:14]=3)=[O:12])=[CH:9][C:4]=2[O:3][CH2:2]1. (7) Given the reactants [Cl:1][C:2]1[C:7]([Cl:8])=[CH:6][CH:5]=[CH:4][C:3]=1[N:9]1[C:13]([NH:14][C:15](=O)[C:16]2[CH:21]=[CH:20][CH:19]=[N:18][CH:17]=2)=[C:12]2[CH2:23][CH2:24][CH2:25][C:11]2=[N:10]1.N, predict the reaction product. The product is: [Cl:1][C:2]1[C:7]([Cl:8])=[CH:6][CH:5]=[CH:4][C:3]=1[N:9]1[C:13]([NH:14][CH2:15][C:16]2[CH:17]=[N:18][CH:19]=[CH:20][CH:21]=2)=[C:12]2[CH2:23][CH2:24][CH2:25][C:11]2=[N:10]1. (8) Given the reactants [S:1]([C:5]1[CH:10]=[CH:9][C:8]([C:11]2[CH2:12][CH2:13][CH2:14][C:15]3[CH:28]=[C:27]([O:29]C)[CH:26]=[CH:25][C:16]=3[C:17]=2[CH2:18][CH2:19][CH2:20][CH2:21][CH2:22][CH2:23][OH:24])=[CH:7][CH:6]=1)([CH3:4])(=[O:3])=[O:2].C[S-].[Na+], predict the reaction product. The product is: [OH:24][CH2:23][CH2:22][CH2:21][CH2:20][CH2:19][CH2:18][C:17]1[C:16]2[CH:25]=[CH:26][C:27]([OH:29])=[CH:28][C:15]=2[CH2:14][CH2:13][CH2:12][C:11]=1[C:8]1[CH:9]=[CH:10][C:5]([S:1]([CH3:4])(=[O:3])=[O:2])=[CH:6][CH:7]=1.